This data is from Full USPTO retrosynthesis dataset with 1.9M reactions from patents (1976-2016). The task is: Predict the reactants needed to synthesize the given product. Given the product [Cl:1][C:2]1[CH:3]=[C:4]2[C:13](=[CH:14][CH:15]=1)[C:12]([NH:19][CH2:20][CH2:21][CH2:22][CH2:23][N:24]([CH2:29][CH3:30])[S:25]([CH3:28])(=[O:27])=[O:26])=[C:11]1[C:6]([CH:7]=[CH:8][C:9]([O:17][CH3:18])=[CH:10]1)=[N:5]2, predict the reactants needed to synthesize it. The reactants are: [Cl:1][C:2]1[CH:3]=[C:4]2[C:13](=[CH:14][CH:15]=1)[C:12](Cl)=[C:11]1[C:6]([CH:7]=[CH:8][C:9]([O:17][CH3:18])=[CH:10]1)=[N:5]2.[NH2:19][CH2:20][CH2:21][CH2:22][CH2:23][N:24]([CH2:29][CH3:30])[S:25]([CH3:28])(=[O:27])=[O:26].